Dataset: Forward reaction prediction with 1.9M reactions from USPTO patents (1976-2016). Task: Predict the product of the given reaction. Given the reactants [CH3:1][N:2]1[CH2:7][CH2:6][O:5][C:4]2[CH:8]=[C:9]([OH:12])[CH:10]=[CH:11][C:3]1=2.O1C2C(=CC=C(O)C=2)CCC1.[O:24]1[CH2:28][CH2:27][CH2:26][C@@H:25]1[CH2:29][N:30]1[C:38]2[C:33](=[CH:34][CH:35]=[CH:36][CH:37]=2)[C:32](=[O:39])[C:31]1=[O:40].C1(C(C2C=CC=CC=2)N2C3C(=CC=CC=3)C(=O)C2=O)C=CC=CC=1, predict the reaction product. The product is: [OH:39][C:32]1([C:10]2[C:9]([OH:12])=[CH:8][C:4]3[O:5][CH2:6][CH2:7][N:2]([CH3:1])[C:3]=3[CH:11]=2)[C:33]2[C:38](=[CH:37][CH:36]=[CH:35][CH:34]=2)[N:30]([CH2:29][C@H:25]2[CH2:26][CH2:27][CH2:28][O:24]2)[C:31]1=[O:40].